From a dataset of Catalyst prediction with 721,799 reactions and 888 catalyst types from USPTO. Predict which catalyst facilitates the given reaction. (1) Reactant: [OH-].[K+].[OH:3][CH:4]([C:11]1[CH:16]=[CH:15][CH:14]=[CH:13][CH:12]=1)[C:5](=[CH2:10])[C:6]([O:8]C)=[O:7]. Product: [OH:3][C@H:4]([C:11]1[CH:16]=[CH:15][CH:14]=[CH:13][CH:12]=1)[C:5](=[CH2:10])[C:6]([OH:8])=[O:7]. The catalyst class is: 72. (2) Reactant: [CH3:1][O:2][C:3]1[N:8]=[CH:7][C:6]([N:9]2[C:13]([C:14]3[CH:19]=[CH:18][CH:17]=[CH:16][CH:15]=3)=[CH:12][C:11]([C:20]([NH2:22])=[O:21])=[N:10]2)=[CH:5][CH:4]=1.O[N:24]1[C:28](=O)[CH2:27][CH2:26]C1=O.Cl.C(N=C=NCCCN(C)C)C.Cl.Cl.N[C@@H]1C[C@@H]1N.C(=O)(O)[O-].[Na+]. Product: [NH2:24][C@H:28]1[CH2:26][C@H:27]1[NH:22][C:20]([C:11]1[CH:12]=[C:13]([C:14]2[CH:19]=[CH:18][CH:17]=[CH:16][CH:15]=2)[N:9]([C:6]2[CH:7]=[N:8][C:3]([O:2][CH3:1])=[CH:4][CH:5]=2)[N:10]=1)=[O:21]. The catalyst class is: 236. (3) Reactant: [CH2:1]([N:4]1[C:8]([C:9]2[CH:14]=[CH:13][C:12]([Cl:15])=[CH:11][C:10]=2[Br:16])=[N:7][NH:6][C:5]1=[O:17])[CH:2]=[CH2:3].C(=O)([O-])[O-].[K+].[K+].Cl[CH2:25][C:26]([O:28][CH3:29])=[O:27]. Product: [CH2:1]([N:4]1[C:5](=[O:17])[N:6]([CH2:25][C:26]([O:28][CH3:29])=[O:27])[N:7]=[C:8]1[C:9]1[CH:14]=[CH:13][C:12]([Cl:15])=[CH:11][C:10]=1[Br:16])[CH:2]=[CH2:3]. The catalyst class is: 10. (4) Reactant: [CH3:1][CH2:2][CH2:3][CH2:4][CH2:5][CH2:6][CH2:7][CH2:8][CH2:9][CH3:10]. Product: [CH2:1]=[CH:2][CH3:3].[CH2:1]=[CH:2][CH2:3][CH2:4][CH2:5][CH2:6][CH2:7][CH2:8][CH2:9][CH3:10]. The catalyst class is: 11. (5) Reactant: [H-].[Na+].[C:3]([O:7][CH2:8][CH3:9])(=[O:6])[CH2:4][OH:5].[Br:10][C:11]1[CH:12]=[C:13]([N+:18]([O-:20])=[O:19])[C:14](Cl)=[N:15][CH:16]=1. Product: [Br:10][C:11]1[CH:12]=[C:13]([N+:18]([O-:20])=[O:19])[C:14]([O:5][CH2:4][C:3]([O:7][CH2:8][CH3:9])=[O:6])=[N:15][CH:16]=1. The catalyst class is: 12. (6) Reactant: [F:1][C:2]1[C:7]([O:8][CH3:9])=[CH:6][C:5]([C:10]2[CH:15]=[CH:14][C:13]([N:16]([CH3:38])[CH2:17][CH2:18][N:19]([C:21]3[CH:22]=[CH:23][C:24]([C:27]4[CH:32]=[C:31]([O:33][CH3:34])[C:30]([F:35])=[C:29]([O:36][CH3:37])[CH:28]=4)=[N:25][CH:26]=3)[CH3:20])=[CH:12][N:11]=2)=[CH:4][C:3]=1[O:39][CH3:40].[CH3:41][S:42]([OH:45])(=[O:44])=[O:43]. Product: [CH3:41][S:42]([OH:45])(=[O:44])=[O:43].[CH3:41][S:42]([OH:45])(=[O:44])=[O:43].[F:35][C:30]1[C:29]([O:36][CH3:37])=[CH:28][C:27]([C:24]2[CH:23]=[CH:22][C:21]([N:19]([CH3:20])[CH2:18][CH2:17][N:16]([C:13]3[CH:14]=[CH:15][C:10]([C:5]4[CH:4]=[C:3]([O:39][CH3:40])[C:2]([F:1])=[C:7]([O:8][CH3:9])[CH:6]=4)=[N:11][CH:12]=3)[CH3:38])=[CH:26][N:25]=2)=[CH:32][C:31]=1[O:33][CH3:34]. The catalyst class is: 22. (7) Reactant: C[O:2][C:3]1[CH:11]=[CH:10][C:6]2[N:7]=[CH:8][S:9][C:5]=2[CH:4]=1.O.C(=O)([O-])O.[Na+]. Product: [OH:2][C:3]1[CH:11]=[CH:10][C:6]2[N:7]=[CH:8][S:9][C:5]=2[CH:4]=1. The catalyst class is: 201. (8) Reactant: N1C=CC=CC=1.Cl[C:8]([O:10][CH3:11])=[O:9].[Cl:12][C:13]1[CH:18]=[CH:17][C:16]([CH:19]([C:41]2[CH:46]=[CH:45][C:44]([Cl:47])=[CH:43][CH:42]=2)[N:20]2[CH2:23][C:22](=[CH:24][S:25]([CH2:28][C:29]3[CH:30]=[C:31]([N:35]4[CH2:40][CH2:39][NH:38][CH2:37][CH2:36]4)[CH:32]=[CH:33][CH:34]=3)(=[O:27])=[O:26])[CH2:21]2)=[CH:15][CH:14]=1. Product: [CH3:11][O:10][C:8]([N:38]1[CH2:39][CH2:40][N:35]([C:31]2[CH:32]=[CH:33][CH:34]=[C:29]([CH2:28][S:25]([CH:24]=[C:22]3[CH2:21][N:20]([CH:19]([C:16]4[CH:15]=[CH:14][C:13]([Cl:12])=[CH:18][CH:17]=4)[C:41]4[CH:46]=[CH:45][C:44]([Cl:47])=[CH:43][CH:42]=4)[CH2:23]3)(=[O:26])=[O:27])[CH:30]=2)[CH2:36][CH2:37]1)=[O:9]. The catalyst class is: 84. (9) Reactant: [CH3:1][CH:2]([SH:4])[CH3:3].F[C:6]1[CH:14]=[CH:13][C:12]([N+:15]([O-:17])=[O:16])=[CH:11][C:7]=1[C:8]([OH:10])=[O:9].C(N(CC)CC)C. Product: [CH:2]([S:4][C:6]1[CH:14]=[CH:13][C:12]([N+:15]([O-:17])=[O:16])=[CH:11][C:7]=1[C:8]([OH:10])=[O:9])([CH3:3])[CH3:1]. The catalyst class is: 3. (10) Reactant: [CH:1]1([C:4]2([CH3:10])[CH2:8][O:7][C:6](=[O:9])[NH:5]2)[CH2:3][CH2:2]1.[H-].[Na+].[F:13][C:14]1[N:19]=[C:18](F)[CH:17]=[CH:16][N:15]=1. Product: [CH:1]1([C:4]2([CH3:10])[CH2:8][O:7][C:6](=[O:9])[N:5]2[C:16]2[CH:17]=[CH:18][N:19]=[C:14]([F:13])[N:15]=2)[CH2:3][CH2:2]1. The catalyst class is: 3.